Task: Predict the reaction yield, written as a fraction of the theoretical maximum amount of product (1.0 means a 100% yield; for example, 0.34 means a 34% yield).. Dataset: Reaction yield outcomes from USPTO patents with 853,638 reactions (1) The reactants are C([O:3][C:4](=[O:20])[CH2:5][CH:6]([CH2:11][P:12]([O:17][CH2:18][CH3:19])([O:14][CH2:15][CH3:16])=[O:13])[CH2:7][CH:8]([CH3:10])[CH3:9])C.Cl. The catalyst is O1CCOCC1.O. The product is [CH2:18]([O:17][P:12]([CH2:11][CH:6]([CH2:7][CH:8]([CH3:10])[CH3:9])[CH2:5][C:4]([OH:20])=[O:3])([O:14][CH2:15][CH3:16])=[O:13])[CH3:19]. The yield is 0.790. (2) The reactants are Cl.[CH3:2][O:3][NH2:4].[NH2:5][C:6]1[C:14]([CH3:15])=[CH:13][C:12]([CH:16]=O)=[CH:11][C:7]=1[C:8]([OH:10])=[O:9]. The catalyst is N1C=CC=CC=1. The product is [NH2:5][C:6]1[C:14]([CH3:15])=[CH:13][C:12](/[CH:16]=[N:4]/[O:3][CH3:2])=[CH:11][C:7]=1[C:8]([OH:10])=[O:9]. The yield is 0.630.